This data is from Forward reaction prediction with 1.9M reactions from USPTO patents (1976-2016). The task is: Predict the product of the given reaction. (1) Given the reactants [CH3:1][N:2]([CH2:25][CH2:26][CH2:27][C:28](O)=[O:29])[C:3]([C:5]1[CH:6]=[C:7]2[C:15](=[CH:16][CH:17]=1)[N:14]([CH3:18])[C:13]1[CH2:12][CH2:11][C@@H:10]([CH:19]3[CH2:24][CH2:23][O:22][CH2:21][CH2:20]3)[CH2:9][C:8]2=1)=[O:4].[CH3:31][N:32]([CH3:34])[NH2:33].F[P-](F)(F)(F)(F)F.N1(OC(N(C)C)=[N+](C)C)C2N=CC=CC=2N=N1.C(N(CC)C(C)C)(C)C, predict the reaction product. The product is: [CH3:31][N:32]([CH3:34])[NH:33][C:28](=[O:29])[CH2:27][CH2:26][CH2:25][N:2]([CH3:1])[C:3]([C:5]1[CH:6]=[C:7]2[C:15](=[CH:16][CH:17]=1)[N:14]([CH3:18])[C:13]1[CH2:12][CH2:11][C@@H:10]([CH:19]3[CH2:24][CH2:23][O:22][CH2:21][CH2:20]3)[CH2:9][C:8]2=1)=[O:4]. (2) Given the reactants [CH:1]1[C:10]2[C:5](=[C:6]([O:11][CH2:12][C@@H:13]([N:15]3C(=O)C4C(=CC=CC=4)C3=O)[CH3:14])[CH:7]=[CH:8][CH:9]=2)[CH:4]=[CH:3][N:2]=1.O.NN.C(O)(=O)C, predict the reaction product. The product is: [CH:1]1[C:10]2[C:5](=[C:6]([O:11][CH2:12][C@@H:13]([NH2:15])[CH3:14])[CH:7]=[CH:8][CH:9]=2)[CH:4]=[CH:3][N:2]=1. (3) Given the reactants [NH:1]1[C:9]2[C:4](=[CH:5][C:6]([NH:10][C:11]3[C:12]4[C:19]5[CH2:20][CH2:21][CH:22]([C:24]([OH:26])=O)[CH2:23][C:18]=5[S:17][C:13]=4[N:14]=[CH:15][N:16]=3)=[CH:7][CH:8]=2)[CH:3]=[N:2]1.[NH2:27][C:28]1[CH:33]=[CH:32][C:31]([CH3:34])=[CH:30][CH:29]=1.C(N(CC)C(C)C)(C)C.C(P1(=O)OP(CCC)(=O)OP(CCC)(=O)O1)CC.C(P(OP(CCC)=O)=O)CC, predict the reaction product. The product is: [NH:1]1[C:9]2[C:4](=[CH:5][C:6]([NH:10][C:11]3[C:12]4[C:19]5[CH2:20][CH2:21][CH:22]([C:24]([NH:27][C:28]6[CH:33]=[CH:32][C:31]([CH3:34])=[CH:30][CH:29]=6)=[O:26])[CH2:23][C:18]=5[S:17][C:13]=4[N:14]=[CH:15][N:16]=3)=[CH:7][CH:8]=2)[CH:3]=[N:2]1. (4) Given the reactants [Cl:1][C:2]1[N:10]=[C:9]([NH:11][C:12]2[CH:17]=[C:16]([F:18])[CH:15]=[CH:14][C:13]=2[N+:19]([O-])=O)[N:8]=[C:7]2[C:3]=1[NH:4][C:5](=[O:29])[N:6]2[C@H:22]1[CH2:27][CH2:26][C@H:25]([OH:28])[CH2:24][CH2:23]1.O.CCO.[NH4+].[OH-], predict the reaction product. The product is: [NH2:19][C:13]1[CH:14]=[CH:15][C:16]([F:18])=[CH:17][C:12]=1[NH:11][C:9]1[N:8]=[C:7]2[C:3]([NH:4][C:5](=[O:29])[N:6]2[C@H:22]2[CH2:23][CH2:24][C@H:25]([OH:28])[CH2:26][CH2:27]2)=[C:2]([Cl:1])[N:10]=1. (5) Given the reactants [CH3:1][C:2]1[NH:6][C:5]2[CH:7]=[C:8]([C:11]3[CH:12]=[CH:13][C:14]4[O:20][CH2:19][CH2:18][N:17]([C:21]([N:23]5[CH2:28][CH2:27][CH2:26][CH2:25][CH:24]5[C:29]5[CH:34]=[CH:33][CH:32]=[CH:31][CH:30]=5)=[O:22])[CH2:16][C:15]=4[CH:35]=3)[CH:9]=[CH:10][C:4]=2[N:3]=1, predict the reaction product. The product is: [CH3:1][C:2]1[NH:6][C:5]2[CH:7]=[C:8]([C:11]3[CH:12]=[CH:13][C:14]4[O:20][CH2:19][CH2:18][N:17]([C:21]([N:23]5[CH2:28][CH2:27][CH2:26][CH2:25][C@H:24]5[C:29]5[CH:34]=[CH:33][CH:32]=[CH:31][CH:30]=5)=[O:22])[CH2:16][C:15]=4[CH:35]=3)[CH:9]=[CH:10][C:4]=2[N:3]=1.